Task: Predict which catalyst facilitates the given reaction.. Dataset: Catalyst prediction with 721,799 reactions and 888 catalyst types from USPTO (1) Reactant: [OH-].[K+].COC(=O)[C:6]([C:16](=[O:18])[CH3:17])([CH2:13][CH2:14][CH3:15])[CH:7]([CH3:12])[C:8]([O:10]C)=[O:9]. Product: [C:16]([CH:6]([CH2:13][CH2:14][CH3:15])[CH:7]([CH3:12])[C:8]([OH:10])=[O:9])(=[O:18])[CH3:17]. The catalyst class is: 24. (2) Reactant: [OH:1][CH:2]([C:41]([OH:44])([CH3:43])[CH3:42])[CH2:3][CH2:4][O:5][C:6]1[CH:11]=[C:10]([CH3:12])[C:9]([C:13]2[C:18]([F:19])=[CH:17][C:16]([F:20])=[C:15]([CH2:21][O:22][C:23]3[N:28]=[CH:27][C:26]4[C@@H:29]5[C@@H:32]([C:33]([O:35]C(C)(C)C)=[O:34])[C@@H:30]5[CH2:31][C:25]=4[CH:24]=3)[CH:14]=2)=[C:8]([CH3:40])[CH:7]=1.C1COCC1.[OH-].[Na+].Cl. Product: [OH:1][CH:2]([C:41]([OH:44])([CH3:42])[CH3:43])[CH2:3][CH2:4][O:5][C:6]1[CH:11]=[C:10]([CH3:12])[C:9]([C:13]2[C:18]([F:19])=[CH:17][C:16]([F:20])=[C:15]([CH2:21][O:22][C:23]3[N:28]=[CH:27][C:26]4[C@@H:29]5[C@@H:32]([C:33]([OH:35])=[O:34])[C@@H:30]5[CH2:31][C:25]=4[CH:24]=3)[CH:14]=2)=[C:8]([CH3:40])[CH:7]=1. The catalyst class is: 72.